The task is: Predict the product of the given reaction.. This data is from Forward reaction prediction with 1.9M reactions from USPTO patents (1976-2016). (1) Given the reactants C(O)(=O)C.O=[C:6]1[CH2:23][CH2:22][C:9]2([CH2:14][CH2:13][N:12]([C:15]([O:17][C:18]([CH3:21])([CH3:20])[CH3:19])=[O:16])[CH2:11][CH2:10]2)[CH2:8][CH2:7]1.[N:24]1[CH:25]=[N:26][N:27]2[CH2:32][CH2:31][NH:30][CH2:29][C:28]=12.[Na], predict the reaction product. The product is: [N:24]1[CH:25]=[N:26][N:27]2[CH2:32][CH2:31][N:30]([CH:6]3[CH2:23][CH2:22][C:9]4([CH2:14][CH2:13][N:12]([C:15]([O:17][C:18]([CH3:21])([CH3:20])[CH3:19])=[O:16])[CH2:11][CH2:10]4)[CH2:8][CH2:7]3)[CH2:29][C:28]=12. (2) Given the reactants [Cl:1][CH2:2][C:3]1[CH:8]=[CH:7][C:6]([O:9][CH3:10])=[C:5]([CH3:11])[C:4]=1[CH3:12].[C:13]1([P:19]([C:26]2[CH:31]=[CH:30][CH:29]=[CH:28][CH:27]=2)[C:20]2[CH:25]=[CH:24][CH:23]=[CH:22][CH:21]=2)[CH:18]=[CH:17][CH:16]=[CH:15][CH:14]=1, predict the reaction product. The product is: [Cl-:1].[CH3:10][O:9][C:6]1[CH:7]=[CH:8][C:3]([CH2:2][P+:19]([C:20]2[CH:21]=[CH:22][CH:23]=[CH:24][CH:25]=2)([C:26]2[CH:31]=[CH:30][CH:29]=[CH:28][CH:27]=2)[C:13]2[CH:14]=[CH:15][CH:16]=[CH:17][CH:18]=2)=[C:4]([CH3:12])[C:5]=1[CH3:11].